This data is from Reaction yield outcomes from USPTO patents with 853,638 reactions. The task is: Predict the reaction yield, written as a fraction of the theoretical maximum amount of product (1.0 means a 100% yield; for example, 0.34 means a 34% yield). (1) The reactants are [NH2:1][C:2]1[CH:14]=[CH:13][C:5]2[N:6]([CH3:12])[C:7](=[O:11])[CH2:8][CH2:9][CH2:10][C:4]=2[C:3]=1[O:15][CH3:16].Cl[C:18]1[N:23]=[C:22]([NH:24][C:25]2[CH:34]=[CH:33][CH:32]=[CH:31][C:26]=2[C:27]([NH:29][CH3:30])=[O:28])[C:21]([Cl:35])=[CH:20][N:19]=1.Cl.O1CCOCC1.C(=O)([O-])[O-]. The catalyst is COCCO. The product is [Cl:35][C:21]1[C:22]([NH:24][C:25]2[CH:34]=[CH:33][CH:32]=[CH:31][C:26]=2[C:27]([NH:29][CH3:30])=[O:28])=[N:23][C:18]([NH:1][C:2]2[CH:14]=[CH:13][C:5]3[N:6]([CH3:12])[C:7](=[O:11])[CH2:8][CH2:9][CH2:10][C:4]=3[C:3]=2[O:15][CH3:16])=[N:19][CH:20]=1. The yield is 0.250. (2) The product is [C:17]([O:21][C:22](=[O:23])[C:24]1[CH:25]=[CH:26][CH:27]=[C:28]([C:2]2[C:7]([CH3:8])=[CH:6][CH:5]=[CH:4][N:3]=2)[CH:29]=1)([CH3:20])([CH3:18])[CH3:19]. The reactants are Br[C:2]1[C:7]([CH3:8])=[CH:6][CH:5]=[CH:4][N:3]=1.C([O-])([O-])=O.[K+].[K+].N#N.[C:17]([O:21][C:22]([C:24]1[CH:25]=[C:26](B(O)O)[CH:27]=[CH:28][CH:29]=1)=[O:23])([CH3:20])([CH3:19])[CH3:18].C(Cl)Cl.CS(O)(=O)=O.[OH-].[Na+]. The catalyst is C1(C)C=CC=CC=1.C1C=CC(P(C2C=CC=CC=2)[C-]2C=CC=C2)=CC=1.C1C=CC(P(C2C=CC=CC=2)[C-]2C=CC=C2)=CC=1.Cl[Pd]Cl.[Fe+2].O. The yield is 0.820. (3) The reactants are C(=O)([O-])[O-].[K+].[K+].[C:7](Cl)(=[O:16])[O:8][CH2:9][C:10]1[CH:15]=[CH:14][CH:13]=[CH:12][CH:11]=1.[CH3:18][C:19]1[CH:33]=[CH:32][C:22]([C:23]([N:25]2[CH2:30][CH2:29][CH2:28][C@@H:27]([NH2:31])[CH2:26]2)=[O:24])=[CH:21][CH:20]=1.[Cl-].[Na+]. The catalyst is ClC1C=CC=CC=1. The product is [CH3:18][C:19]1[CH:20]=[CH:21][C:22]([C:23]([N:25]2[CH2:30][CH2:29][CH2:28][C@@H:27]([NH:31][C:7]([O:8][CH2:9][C:10]3[CH:15]=[CH:14][CH:13]=[CH:12][CH:11]=3)=[O:16])[CH2:26]2)=[O:24])=[CH:32][CH:33]=1. The yield is 0.730. (4) The reactants are [OH:1][C@H:2]([CH2:6][CH2:7][CH2:8][CH2:9][CH2:10][CH2:11][CH2:12][CH2:13][CH2:14][CH2:15][CH3:16])[CH2:3][C:4]#[N:5].[O:17]1[CH:22]=[CH:21][CH2:20][CH2:19][CH2:18]1.O1CCCC1.C1(C)C=CC(S([O-])(=O)=O)=CC=1.[NH+]1C=CC=CC=1. The catalyst is CCCCCC.O. The product is [O:17]1[CH2:22][CH2:21][CH2:20][CH2:19][CH:18]1[O:1][C@H:2]([CH2:6][CH2:7][CH2:8][CH2:9][CH2:10][CH2:11][CH2:12][CH2:13][CH2:14][CH2:15][CH3:16])[CH2:3][C:4]#[N:5]. The yield is 1.00. (5) The reactants are C[O:2][C:3](=[O:27])[CH2:4][C:5]1[CH:10]=[CH:9][C:8]([C:11]#[C:12][C:13]2[CH:14]=[C:15]3[C:20](=[CH:21][CH:22]=2)[O:19][C:18]([CH3:24])([CH3:23])[CH2:17][C:16]3([CH3:26])[CH3:25])=[CH:7][CH:6]=1.[OH-].[Na+]. The catalyst is CO. The product is [CH3:23][C:18]1([CH3:24])[CH2:17][C:16]([CH3:25])([CH3:26])[C:15]2[C:20](=[CH:21][CH:22]=[C:13]([C:12]#[C:11][C:8]3[CH:7]=[CH:6][C:5]([CH2:4][C:3]([OH:27])=[O:2])=[CH:10][CH:9]=3)[CH:14]=2)[O:19]1. The yield is 0.820. (6) The reactants are [Cl:1][C:2]1[CH:3]=[CH:4][C:5]([CH3:14])=[C:6]([N:8]2[CH2:13][CH2:12][NH:11][CH2:10][CH2:9]2)[CH:7]=1.Cl[CH2:16][CH2:17][N:18]1[C:27](=[O:28])[CH2:26][C:21]2([CH2:25][CH2:24][CH2:23][CH2:22]2)[CH2:20][C:19]1=[O:29]. No catalyst specified. The product is [Cl:1][C:2]1[CH:3]=[CH:4][C:5]([CH3:14])=[C:6]([N:8]2[CH2:9][CH2:10][N:11]([CH2:16][CH2:17][N:18]3[C:19](=[O:29])[CH2:20][C:21]4([CH2:25][CH2:24][CH2:23][CH2:22]4)[CH2:26][C:27]3=[O:28])[CH2:12][CH2:13]2)[CH:7]=1. The yield is 0.490. (7) The reactants are [CH3:1][O:2][C:3]1[CH:8]=[CH:7][C:6]([CH2:9][C:10]([OH:12])=[O:11])=[CH:5][CH:4]=1.[Br:13]Br. No catalyst specified. The product is [Br:13][C:8]1[CH:7]=[C:6]([CH2:9][C:10]([OH:12])=[O:11])[CH:5]=[CH:4][C:3]=1[O:2][CH3:1]. The yield is 0.980.